This data is from Catalyst prediction with 721,799 reactions and 888 catalyst types from USPTO. The task is: Predict which catalyst facilitates the given reaction. Reactant: [NH:1]1[C:9]2[C:4](=[CH:5][CH:6]=[CH:7][N:8]=2)[CH:3]=[CH:2]1.[OH-].[K+].[C:12]([N:19]1[CH2:24][CH2:23][CH2:22][C:21](=O)C1)([O:14][C:15]([CH3:18])([CH3:17])[CH3:16])=[O:13]. Product: [NH:1]1[C:9]2=[N:8][CH:7]=[CH:6][CH:5]=[C:4]2[C:3]([C:22]2[CH2:21][N:19]([C:12]([O:14][C:15]([CH3:16])([CH3:17])[CH3:18])=[O:13])[CH2:24][CH:23]=2)=[CH:2]1.[NH:1]1[C:9]2=[N:8][CH:7]=[CH:6][CH:5]=[C:4]2[C:3]([C:23]2[CH2:22][CH2:21][N:19]([C:12]([O:14][C:15]([CH3:16])([CH3:17])[CH3:18])=[O:13])[CH:24]=2)=[CH:2]1. The catalyst class is: 24.